This data is from Reaction yield outcomes from USPTO patents with 853,638 reactions. The task is: Predict the reaction yield, written as a fraction of the theoretical maximum amount of product (1.0 means a 100% yield; for example, 0.34 means a 34% yield). The yield is 0.670. The product is [F:1][C:2]1[C:14]([NH:15][CH2:16][C:17]2[CH:22]=[C:21]([OH:23])[CH:20]=[C:19]([C:25]3[CH:30]=[CH:29][CH:28]=[C:27]([F:31])[CH:26]=3)[CH:18]=2)=[C:13]([F:32])[CH:12]=[CH:11][C:3]=1[O:4][CH2:5][C:6]([O:8][CH2:9][CH3:10])=[O:7]. The reactants are [F:1][C:2]1[C:14]([NH:15][CH2:16][C:17]2[CH:22]=[C:21]([O:23]C)[CH:20]=[C:19]([C:25]3[CH:30]=[CH:29][CH:28]=[C:27]([F:31])[CH:26]=3)[CH:18]=2)=[C:13]([F:32])[CH:12]=[CH:11][C:3]=1[O:4][CH2:5][C:6]([O:8][CH2:9][CH3:10])=[O:7].[Al+3].[Cl-].[Cl-].[Cl-].C(S)C.O. The catalyst is C(Cl)Cl.